Dataset: Catalyst prediction with 721,799 reactions and 888 catalyst types from USPTO. Task: Predict which catalyst facilitates the given reaction. (1) The catalyst class is: 825. Reactant: [C:1]([C:3]1[CH:4]=[C:5]2[C:10](=[CH:11][C:12]=1[O:13][C:14]1[CH:22]=[CH:21][C:17]([C:18]([OH:20])=O)=[CH:16][CH:15]=1)[O:9][CH2:8][CH2:7][CH:6]2[C:23]([O:25][CH3:26])=[O:24])#[N:2].C(Cl)(=O)C(Cl)=O.ClCCl.[Br:36][C:37]1[N:42]=[C:41]([NH2:43])[CH:40]=[CH:39][CH:38]=1.C(N(CC)CC)C. Product: [Br:36][C:37]1[N:42]=[C:41]([NH:43][C:18]([C:17]2[CH:16]=[CH:15][C:14]([O:13][C:12]3[CH:11]=[C:10]4[C:5]([CH:6]([C:23]([O:25][CH3:26])=[O:24])[CH2:7][CH2:8][O:9]4)=[CH:4][C:3]=3[C:1]#[N:2])=[CH:22][CH:21]=2)=[O:20])[CH:40]=[CH:39][CH:38]=1. (2) Reactant: [Cl:1][C:2]1[CH:17]=[CH:16][C:5]([CH2:6][N:7]([CH:13]([CH3:15])[CH3:14])[CH:8]2[CH2:12][CH2:11][NH:10][CH2:9]2)=[CH:4][CH:3]=1.C(=O)([O-])[O-].[K+].[K+].Br[CH2:25][CH2:26]/[CH:27]=[C:28]1/[C:29]2[CH:42]=[C:41]([C:43]([OH:46])([CH3:45])[CH3:44])[CH:40]=[CH:39][C:30]=2[O:31][CH2:32][C:33]2[N:38]=[CH:37][CH:36]=[CH:35][C:34]/1=2. Product: [Cl:1][C:2]1[CH:17]=[CH:16][C:5]([CH2:6][N:7]([CH:13]([CH3:14])[CH3:15])[CH:8]2[CH2:12][CH2:11][N:10]([CH2:25][CH2:26][CH:27]=[C:28]3[C:34]4[CH:35]=[CH:36][CH:37]=[N:38][C:33]=4[CH2:32][O:31][C:30]4[CH:39]=[CH:40][C:41]([C:43]([OH:46])([CH3:45])[CH3:44])=[CH:42][C:29]3=4)[CH2:9]2)=[CH:4][CH:3]=1. The catalyst class is: 47. (3) Reactant: [CH2:1]([O:3][P:4]([CH2:9][C:10]1[CH:15]=[C:14]([CH2:16][C:17]2[CH:22]=[CH:21][C:20]([CH2:23][CH3:24])=[CH:19][CH:18]=2)[CH:13]=[CH:12][C:11]=1[O:25]CC1C=CC=CC=1)(=[O:8])[O:5][CH2:6][CH3:7])[CH3:2]. Product: [CH2:6]([O:5][P:4]([CH2:9][C:10]1[CH:15]=[C:14]([CH2:16][C:17]2[CH:22]=[CH:21][C:20]([CH2:23][CH3:24])=[CH:19][CH:18]=2)[CH:13]=[CH:12][C:11]=1[OH:25])(=[O:8])[O:3][CH2:1][CH3:2])[CH3:7]. The catalyst class is: 19. (4) The catalyst class is: 13. Reactant: [OH:1][C@@:2]([C:32]1[CH:41]=[CH:40][C:39]2[C:34](=[CH:35][CH:36]=[C:37]([C:42]([NH:44][CH3:45])=[O:43])[CH:38]=2)[CH:33]=1)([C:8]1[N:9]=[CH:10][N:11]([C:13]([C:26]2[CH:31]=[CH:30][CH:29]=[CH:28][CH:27]=2)([C:20]2[CH:25]=[CH:24][CH:23]=[CH:22][CH:21]=2)[C:14]2[CH:19]=[CH:18][CH:17]=[CH:16][CH:15]=2)[CH:12]=1)[CH2:3][C:4](OC)=[O:5].O.Cl. Product: [OH:1][C@@:2]([C:32]1[CH:33]=[C:34]2[C:39](=[CH:40][CH:41]=1)[CH:38]=[C:37]([C:42]([NH:44][CH3:45])=[O:43])[CH:36]=[CH:35]2)([C:8]1[N:9]=[CH:10][N:11]([C:13]([C:20]2[CH:25]=[CH:24][CH:23]=[CH:22][CH:21]=2)([C:26]2[CH:27]=[CH:28][CH:29]=[CH:30][CH:31]=2)[C:14]2[CH:19]=[CH:18][CH:17]=[CH:16][CH:15]=2)[CH:12]=1)[CH2:3][CH2:4][OH:5].